This data is from Catalyst prediction with 721,799 reactions and 888 catalyst types from USPTO. The task is: Predict which catalyst facilitates the given reaction. (1) Reactant: [F:1][C:2]1[CH:3]=[C:4]([CH:33]=[CH:34][C:35]=1[NH:36][C:37]([NH:39][C:40]1[CH:45]=[C:44]([CH3:46])[CH:43]=[CH:42][C:41]=1[F:47])=[O:38])[O:5][C:6]1[CH:11]=[CH:10][N:9]=[C:8]2[CH:12]=[C:13]([C:15]([NH:17][CH2:18][CH2:19][CH2:20][N:21]3[CH2:25][CH2:24][CH:23]([C:26]([O:28]C(C)(C)C)=[O:27])[CH2:22]3)=[O:16])[S:14][C:7]=12.FC(F)(F)C(O)=O. Product: [F:1][C:2]1[CH:3]=[C:4]([CH:33]=[CH:34][C:35]=1[NH:36][C:37]([NH:39][C:40]1[CH:45]=[C:44]([CH3:46])[CH:43]=[CH:42][C:41]=1[F:47])=[O:38])[O:5][C:6]1[CH:11]=[CH:10][N:9]=[C:8]2[CH:12]=[C:13]([C:15]([NH:17][CH2:18][CH2:19][CH2:20][N:21]3[CH2:25][CH2:24][CH:23]([C:26]([OH:28])=[O:27])[CH2:22]3)=[O:16])[S:14][C:7]=12. The catalyst class is: 2. (2) Reactant: [C:1]([C:3]1[CH:8]=[CH:7][C:6]([S:9][C:10]2[CH:18]=[CH:17][C:13]([C:14]([OH:16])=O)=[CH:12][CH:11]=2)=[CH:5][CH:4]=1)#[N:2].CN(C(O[N:27]1N=N[C:29]2C=CC=C[C:28]1=2)=[N+](C)C)C.F[P-](F)(F)(F)(F)F.C1C=CC2N(O)N=NC=2C=1.C(N)C. Product: [C:1]([C:3]1[CH:4]=[CH:5][C:6]([S:9][C:10]2[CH:11]=[CH:12][C:13]([C:14]([NH:27][CH2:28][CH3:29])=[O:16])=[CH:17][CH:18]=2)=[CH:7][CH:8]=1)#[N:2]. The catalyst class is: 3. (3) Reactant: C[N:2]1[C:6]([CH3:7])=[CH:5][C:4]([NH:8][C:9]2[C:10](=[O:25])[N:11]([CH3:24])[CH:12]=[C:13](B3OC(C)(C)C(C)(C)O3)[CH:14]=2)=[N:3]1.[C:26]([O:29][CH2:30][C:31]1[C:32]([N:46]2[CH2:57][CH2:56][N:55]3[C:48](=[CH:49][C:50]4[CH2:51][C:52]([CH3:59])([CH3:58])[CH2:53][C:54]=43)[C:47]2=[O:60])=[N:33][CH:34]=[CH:35][C:36]=1B1OC(C)(C)C(C)(C)O1)(=[O:28])[CH3:27].[O-]P([O-])([O-])=O.[K+].[K+].[K+].C([O-])(=O)C.[Na+]. Product: [C:26]([O:29][CH2:30][C:31]1[C:32]([N:46]2[CH2:57][CH2:56][N:55]3[C:48](=[CH:49][C:50]4[CH2:51][C:52]([CH3:59])([CH3:58])[CH2:53][C:54]=43)[C:47]2=[O:60])=[N:33][CH:34]=[CH:35][C:36]=1[C:13]1[CH:14]=[C:9]([NH:8][C:4]2[CH:5]=[C:6]([CH3:7])[NH:2][N:3]=2)[C:10](=[O:25])[N:11]([CH3:24])[CH:12]=1)(=[O:28])[CH3:27]. The catalyst class is: 379.